Dataset: Forward reaction prediction with 1.9M reactions from USPTO patents (1976-2016). Task: Predict the product of the given reaction. (1) Given the reactants I[C:2]1[CH:7]=[CH:6][C:5]([C:8]2[N:9]([C:19]3[CH:20]=[N:21][C:22]([CH3:25])=[CH:23][CH:24]=3)[CH:10]=[C:11]([C:13]3[CH:18]=[CH:17][CH:16]=[CH:15][N:14]=3)[N:12]=2)=[CH:4][CH:3]=1.[NH:26]1[C:30]2=[CH:31][N:32]=[CH:33][CH:34]=[C:29]2[CH:28]=[N:27]1.[O-]P([O-])([O-])=O.[K+].[K+].[K+].CN(C)[C@@H]1CCCC[C@H]1N, predict the reaction product. The product is: [CH3:25][C:22]1[N:21]=[CH:20][C:19]([N:9]2[CH:10]=[C:11]([C:13]3[CH:18]=[CH:17][CH:16]=[CH:15][N:14]=3)[N:12]=[C:8]2[C:5]2[CH:6]=[CH:7][C:2]([N:27]3[C:28]4[CH:29]=[CH:34][CH:33]=[N:32][C:31]=4[CH:30]=[N:26]3)=[CH:3][CH:4]=2)=[CH:24][CH:23]=1. (2) Given the reactants [C:1]([NH:5][S:6]([C:9]1[C:18]2[C:13](=[CH:14][CH:15]=[CH:16][CH:17]=2)[C:12]([C:19]2[S:23][C:22]([C:24]([OH:26])=O)=[CH:21][C:20]=2[CH2:27][CH:28]2[CH2:33][CH2:32][CH2:31][CH2:30][CH2:29]2)=[CH:11][CH:10]=1)(=[O:8])=[O:7])([CH3:4])([CH3:3])[CH3:2].Cl.[NH2:35][C@H:36]1[CH2:39][C@H:38]([C:40]([OH:42])=[O:41])[CH2:37]1.CN(C(ON1N=NC2C=CC=NC1=2)=[N+](C)C)C.F[P-](F)(F)(F)(F)F.CCN(C(C)C)C(C)C.Cl, predict the reaction product. The product is: [C:1]([NH:5][S:6]([C:9]1[C:18]2[C:13](=[CH:14][CH:15]=[CH:16][CH:17]=2)[C:12]([C:19]2[S:23][C:22]([C:24]([NH:35][C@H:36]3[CH2:39][C@H:38]([C:40]([OH:42])=[O:41])[CH2:37]3)=[O:26])=[CH:21][C:20]=2[CH2:27][CH:28]2[CH2:33][CH2:32][CH2:31][CH2:30][CH2:29]2)=[CH:11][CH:10]=1)(=[O:7])=[O:8])([CH3:3])([CH3:2])[CH3:4]. (3) Given the reactants [CH3:1][C:2]1[CH:7]=[C:6]([N+:8]([O-:10])=[O:9])[CH:5]=[CH:4][C:3]=1[N:11]=[C:12]=[S:13].[CH2:14]([CH:16]([CH2:19][CH3:20])[CH2:17][NH2:18])[CH3:15].Cl[CH:22]([CH3:26])[C:23](O)=[O:24], predict the reaction product. The product is: [CH3:1][C:2]1[CH:7]=[C:6]([N+:8]([O-:10])=[O:9])[CH:5]=[CH:4][C:3]=1[N:11]=[C:12]1[N:18]([CH2:17][CH:16]([CH2:19][CH3:20])[CH2:14][CH3:15])[C:23](=[O:24])[CH:22]([CH3:26])[S:13]1. (4) Given the reactants [F:1][C:2]1[CH:3]=[C:4]([C:11](=O)[CH2:12][C:13](=O)[C:14]([F:17])([F:16])[F:15])[CH:5]=[C:6]([F:10])[C:7]=1[S:8][CH3:9].Cl.[F:21][C:22]1[CH:27]=[CH:26][C:25]([NH:28][NH2:29])=[CH:24][CH:23]=1, predict the reaction product. The product is: [F:1][C:2]1[CH:3]=[C:4]([C:11]2[N:28]([C:25]3[CH:26]=[CH:27][C:22]([F:21])=[CH:23][CH:24]=3)[N:29]=[C:13]([C:14]([F:17])([F:16])[F:15])[CH:12]=2)[CH:5]=[C:6]([F:10])[C:7]=1[S:8][CH3:9].